Task: Predict the reaction yield, written as a fraction of the theoretical maximum amount of product (1.0 means a 100% yield; for example, 0.34 means a 34% yield).. Dataset: Reaction yield outcomes from USPTO patents with 853,638 reactions (1) The reactants are F[C:2]1[CH:7]=[CH:6][CH:5]=[CH:4][C:3]=1[N+:8]([O-:10])=[O:9].[NH2:11][C:12]1[CH:17]=[CH:16][CH:15]=[CH:14][C:13]=1[C:18]1[CH:23]=[CH:22][CH:21]=[CH:20][CH:19]=1.[F-].[K+]. The yield is 0.910. No catalyst specified. The product is [N+:8]([C:3]1[CH:4]=[CH:5][CH:6]=[CH:7][C:2]=1[NH:11][C:12]1[C:13]([C:18]2[CH:19]=[CH:20][CH:21]=[CH:22][CH:23]=2)=[CH:14][CH:15]=[CH:16][CH:17]=1)([O-:10])=[O:9]. (2) The reactants are [Cl:1][C:2]1[CH:3]=[C:4]([C:8]([C:10]2[CH:11]=[N:12][C:13]3[C:18]([CH:19]=2)=[CH:17][CH:16]=[CH:15][C:14]=3Cl)=[O:9])[CH:5]=[CH:6][CH:7]=1.[N:21]1([C:27]([O:29][C:30]([CH3:33])([CH3:32])[CH3:31])=[O:28])[CH2:26][CH2:25][NH:24][CH2:23][CH2:22]1.C1(P(C2CCCCC2)C2C=CC=CC=2C2C=CC=CC=2N(C)C)CCCCC1.CC(C)([O-])C.[Na+]. The catalyst is C1(C)C=CC=CC=1.C1C=CC(/C=C/C(/C=C/C2C=CC=CC=2)=O)=CC=1.C1C=CC(/C=C/C(/C=C/C2C=CC=CC=2)=O)=CC=1.C1C=CC(/C=C/C(/C=C/C2C=CC=CC=2)=O)=CC=1.[Pd].[Pd]. The product is [Cl:1][C:2]1[CH:3]=[C:4]([C:8]([C:10]2[CH:11]=[N:12][C:13]3[C:18]([CH:19]=2)=[CH:17][CH:16]=[CH:15][C:14]=3[N:24]2[CH2:23][CH2:22][N:21]([C:27]([O:29][C:30]([CH3:33])([CH3:32])[CH3:31])=[O:28])[CH2:26][CH2:25]2)=[O:9])[CH:5]=[CH:6][CH:7]=1. The yield is 0.390. (3) The reactants are BrCCBr.C[Si](Cl)(C)C.[CH3:10][O:11][C:12](=[O:21])/[C:13](/I)=[CH:14]\[CH:15]1[CH2:19][CH2:18][CH2:17][CH2:16]1.C1(P(C2C=CC=CC=2)C2C=CC=CC=2)C=CC=CC=1.[Cl:41][C:42]1[CH:47]=[C:46](I)[CH:45]=[CH:44][C:43]=1[N:49]1[C:53]([CH3:54])=[N:52][N:51]=[N:50]1.[Cl-].[NH4+]. The catalyst is O1CCCC1.[Zn].C1C=CC(/C=C/C(/C=C/C2C=CC=CC=2)=O)=CC=1.C1C=CC(/C=C/C(/C=C/C2C=CC=CC=2)=O)=CC=1.[Pd]. The product is [CH3:10][O:11][C:12](=[O:21])/[C:13](/[C:46]1[CH:45]=[CH:44][C:43]([N:49]2[C:53]([CH3:54])=[N:52][N:51]=[N:50]2)=[C:42]([Cl:41])[CH:47]=1)=[CH:14]/[CH:15]1[CH2:19][CH2:18][CH2:17][CH2:16]1. The yield is 0.910.